Dataset: NCI-60 drug combinations with 297,098 pairs across 59 cell lines. Task: Regression. Given two drug SMILES strings and cell line genomic features, predict the synergy score measuring deviation from expected non-interaction effect. (1) Drug 2: C1=NNC2=C1C(=O)NC=N2. Cell line: SF-268. Drug 1: CCCCC(=O)OCC(=O)C1(CC(C2=C(C1)C(=C3C(=C2O)C(=O)C4=C(C3=O)C=CC=C4OC)O)OC5CC(C(C(O5)C)O)NC(=O)C(F)(F)F)O. Synergy scores: CSS=27.7, Synergy_ZIP=3.33, Synergy_Bliss=2.06, Synergy_Loewe=-7.70, Synergy_HSA=2.31. (2) Drug 1: CC1=C(N=C(N=C1N)C(CC(=O)N)NCC(C(=O)N)N)C(=O)NC(C(C2=CN=CN2)OC3C(C(C(C(O3)CO)O)O)OC4C(C(C(C(O4)CO)O)OC(=O)N)O)C(=O)NC(C)C(C(C)C(=O)NC(C(C)O)C(=O)NCCC5=NC(=CS5)C6=NC(=CS6)C(=O)NCCC[S+](C)C)O. Drug 2: CC1=C(C(=O)C2=C(C1=O)N3CC4C(C3(C2COC(=O)N)OC)N4)N. Cell line: HCT116. Synergy scores: CSS=75.3, Synergy_ZIP=1.45, Synergy_Bliss=0.890, Synergy_Loewe=7.62, Synergy_HSA=9.62. (3) Synergy scores: CSS=49.5, Synergy_ZIP=-2.73, Synergy_Bliss=2.07, Synergy_Loewe=-3.02, Synergy_HSA=4.32. Drug 1: C1CCC(CC1)NC(=O)N(CCCl)N=O. Cell line: SF-539. Drug 2: CCC1(C2=C(COC1=O)C(=O)N3CC4=CC5=C(C=CC(=C5CN(C)C)O)N=C4C3=C2)O.Cl. (4) Drug 1: CC1=C2C(C(=O)C3(C(CC4C(C3C(C(C2(C)C)(CC1OC(=O)C(C(C5=CC=CC=C5)NC(=O)OC(C)(C)C)O)O)OC(=O)C6=CC=CC=C6)(CO4)OC(=O)C)OC)C)OC. Drug 2: CCC1=CC2CC(C3=C(CN(C2)C1)C4=CC=CC=C4N3)(C5=C(C=C6C(=C5)C78CCN9C7C(C=CC9)(C(C(C8N6C)(C(=O)OC)O)OC(=O)C)CC)OC)C(=O)OC.C(C(C(=O)O)O)(C(=O)O)O. Cell line: SF-295. Synergy scores: CSS=63.6, Synergy_ZIP=-0.943, Synergy_Bliss=-2.24, Synergy_Loewe=1.57, Synergy_HSA=4.13. (5) Drug 1: C(CN)CNCCSP(=O)(O)O. Drug 2: CCC1(C2=C(COC1=O)C(=O)N3CC4=CC5=C(C=CC(=C5CN(C)C)O)N=C4C3=C2)O.Cl. Cell line: BT-549. Synergy scores: CSS=12.8, Synergy_ZIP=-5.34, Synergy_Bliss=-2.63, Synergy_Loewe=-20.6, Synergy_HSA=-3.22. (6) Drug 1: CNC(=O)C1=NC=CC(=C1)OC2=CC=C(C=C2)NC(=O)NC3=CC(=C(C=C3)Cl)C(F)(F)F. Drug 2: C(CCl)NC(=O)N(CCCl)N=O. Cell line: OVCAR-8. Synergy scores: CSS=2.55, Synergy_ZIP=1.16, Synergy_Bliss=1.80, Synergy_Loewe=-4.66, Synergy_HSA=-2.92.